From a dataset of Catalyst prediction with 721,799 reactions and 888 catalyst types from USPTO. Predict which catalyst facilitates the given reaction. (1) Reactant: C1N=CN(C(N2C=NC=C2)=O)C=1.[C:13]([OH:21])(=O)[C:14]1[CH:19]=[CH:18][N:17]=[CH:16][CH:15]=1.[Li+].C[Si]([N-][Si](C)(C)C)(C)C.[C:32]([C@H:35]1[CH2:40][CH2:39][C@H:38]([CH2:41][N:42]2[C:46]3[CH:47]=[C:48]([O:51][CH3:52])[CH:49]=[CH:50][C:45]=3[N:44]([CH3:53])[C:43]2=[O:54])[CH2:37][CH2:36]1)(=[O:34])[CH3:33]. Product: [CH3:52][O:51][C:48]1[CH:49]=[CH:50][C:45]2[N:44]([CH3:53])[C:43](=[O:54])[N:42]([CH2:41][C@H:38]3[CH2:39][CH2:40][C@H:35]([C:32](=[O:34])[CH2:33][C:13]([C:14]4[CH:15]=[CH:16][N:17]=[CH:18][CH:19]=4)=[O:21])[CH2:36][CH2:37]3)[C:46]=2[CH:47]=1. The catalyst class is: 20. (2) Reactant: [CH2:1]([O:3][C:4](=[O:14])[C:5]1[CH:10]=[CH:9][C:8](F)=[C:7]([F:12])[C:6]=1[F:13])[CH3:2].[C:15]([O:19][C:20](=[O:27])[NH:21][CH:22]1[CH2:26][CH2:25][NH:24][CH2:23]1)([CH3:18])([CH3:17])[CH3:16].C(N(CC)CC)C. Product: [CH2:1]([O:3][C:4](=[O:14])[C:5]1[CH:10]=[CH:9][C:8]([N:24]2[CH2:25][CH2:26][CH:22]([NH:21][C:20]([O:19][C:15]([CH3:18])([CH3:17])[CH3:16])=[O:27])[CH2:23]2)=[C:7]([F:12])[C:6]=1[F:13])[CH3:2]. The catalyst class is: 10. (3) Reactant: C[N:2](C(ON1N=NC2C=CC=NC1=2)=[N+](C)C)C.F[P-](F)(F)(F)(F)F.[Cl:25][C:26]1[CH:27]=[N:28][CH:29]=[C:30]([Cl:55])[C:31]=1[NH:32][C:33]1[C:42]2[C:37](=[C:38]([O:45][CH2:46][CH2:47][CH2:48][CH2:49][CH2:50][C:51](O)=[O:52])[C:39]([O:43][CH3:44])=[CH:40][CH:41]=2)[O:36][C:35](=[O:54])[CH:34]=1.[NH4+].[OH-]. Product: [Cl:25][C:26]1[CH:27]=[N:28][CH:29]=[C:30]([Cl:55])[C:31]=1[NH:32][C:33]1[C:42]2[C:37](=[C:38]([O:45][CH2:46][CH2:47][CH2:48][CH2:49][CH2:50][C:51]([NH2:2])=[O:52])[C:39]([O:43][CH3:44])=[CH:40][CH:41]=2)[O:36][C:35](=[O:54])[CH:34]=1. The catalyst class is: 16. (4) Reactant: [O:1]1[C:6]2[C:7]([CH2:11][OH:12])=[CH:8][CH:9]=[CH:10][C:5]=2[NH:4][CH2:3][CH2:2]1.CCN(CC)CC.[CH3:20][C:21]([O:24][C:25](O[C:25]([O:24][C:21]([CH3:23])([CH3:22])[CH3:20])=[O:26])=[O:26])([CH3:23])[CH3:22].C([O-])(O)=O.[Na+]. Product: [C:21]([O:24][C:25]([N:4]1[C:5]2[CH:10]=[CH:9][CH:8]=[C:7]([CH2:11][OH:12])[C:6]=2[O:1][CH2:2][CH2:3]1)=[O:26])([CH3:23])([CH3:22])[CH3:20]. The catalyst class is: 12. (5) Reactant: [CH2:1]([O:8][C:9]1[CH:14]=[C:13]([O:15][CH2:16][C:17]2[CH:22]=[CH:21][CH:20]=[CH:19][CH:18]=2)[C:12]([CH:23]([CH3:25])[CH3:24])=[CH:11][C:10]=1[C:26]1[O:30][N:29]=[C:28]([C:31]([NH:33][CH2:34][CH3:35])=[O:32])[C:27]=1I)[C:2]1[CH:7]=[CH:6][CH:5]=[CH:4][CH:3]=1.[CH3:37][N:38]1[CH:42]=[C:41]([Sn](CCCC)(CCCC)CCCC)[CH:40]=[N:39]1. Product: [CH2:1]([O:8][C:9]1[CH:14]=[C:13]([O:15][CH2:16][C:17]2[CH:22]=[CH:21][CH:20]=[CH:19][CH:18]=2)[C:12]([CH:23]([CH3:25])[CH3:24])=[CH:11][C:10]=1[C:26]1[O:30][N:29]=[C:28]([C:31]([NH:33][CH2:34][CH3:35])=[O:32])[C:27]=1[C:41]1[CH:40]=[N:39][N:38]([CH3:37])[CH:42]=1)[C:2]1[CH:7]=[CH:6][CH:5]=[CH:4][CH:3]=1. The catalyst class is: 73. (6) Reactant: [F:1][C:2]1[C:3]([OH:21])=[C:4]([CH:15]=[C:16]([N+:18]([O-])=O)[CH:17]=1)[CH2:5][N:6]([CH3:14])C(=O)OC(C)(C)C.[O:22]1[CH2:26][CH2:25][C@@H:24](O)[CH2:23]1.C1(P(C2C=CC=CC=2)C2C=CC=CC=2)C=CC=CC=1.N(C(OC(C)C)=O)=NC(OC(C)C)=O.[Cl-:61].[NH4+]. Product: [ClH:61].[ClH:61].[F:1][C:2]1[CH:17]=[C:16]([CH:15]=[C:4]([CH2:5][NH:6][CH3:14])[C:3]=1[O:21][C@H:24]1[CH2:25][CH2:26][O:22][CH2:23]1)[NH2:18]. The catalyst class is: 324. (7) Reactant: Cl.[CH:2]([N:5]1[CH2:10][CH2:9][N:8]([C:11]([C:13]2[CH:14]=[C:15]3[C:19](=[CH:20][CH:21]=2)[NH:18][C:17]([C:22](O)=[O:23])=[CH:16]3)=[O:12])[CH2:7][CH2:6]1)([CH3:4])[CH3:3].F[B-](F)(F)F.N1(OC(N(C)C)=[N+](C)C)C2C=CC=CC=2N=N1.[CH3:47][S:48]([N:51]1[CH2:56][CH2:55][NH:54][CH2:53][CH2:52]1)(=[O:50])=[O:49].C(N(CC)C(C)C)(C)C.[Cl-].[NH4+]. Product: [CH:2]([N:5]1[CH2:6][CH2:7][N:8]([C:11]([C:13]2[CH:14]=[C:15]3[C:19](=[CH:20][CH:21]=2)[NH:18][C:17]([C:22]([N:54]2[CH2:55][CH2:56][N:51]([S:48]([CH3:47])(=[O:50])=[O:49])[CH2:52][CH2:53]2)=[O:23])=[CH:16]3)=[O:12])[CH2:9][CH2:10]1)([CH3:4])[CH3:3]. The catalyst class is: 9. (8) Reactant: [C:1]([NH:4][C:5]1[CH:6]=[C:7]([CH:15]=[CH:16][C:17]=1[C:18]([NH2:20])=[O:19])[C:8]([O:10]C(C)(C)C)=[O:9])(=[O:3])[CH3:2]. Product: [C:1]([NH:4][C:5]1[CH:6]=[C:7]([CH:15]=[CH:16][C:17]=1[C:18]([NH2:20])=[O:19])[C:8]([OH:10])=[O:9])(=[O:3])[CH3:2]. The catalyst class is: 55. (9) Reactant: Cl[CH2:2][CH2:3][CH2:4][C:5](Cl)=[O:6].[NH2:8][C:9]1[C:29]([Br:30])=[CH:28][C:12]2[C:13]([C:23]([O:25][CH2:26][CH3:27])=[O:24])=[C:14]([C:16]3[CH:21]=[CH:20][C:19]([F:22])=[CH:18][CH:17]=3)[O:15][C:11]=2[CH:10]=1.CCN(CC)CC.C([O-])([O-])=O.[K+].[K+]. Product: [Br:30][C:29]1[C:9]([N:8]2[CH2:2][CH2:3][CH2:4][C:5]2=[O:6])=[CH:10][C:11]2[O:15][C:14]([C:16]3[CH:17]=[CH:18][C:19]([F:22])=[CH:20][CH:21]=3)=[C:13]([C:23]([O:25][CH2:26][CH3:27])=[O:24])[C:12]=2[CH:28]=1. The catalyst class is: 34. (10) Reactant: [F:1][C:2]1[C:11]2[O:10][CH2:9][CH:8]([CH2:12]OS(C3C=CC(C)=CC=3)(=O)=O)[O:7][C:6]=2[CH:5]=[C:4]([S:24]([CH3:27])(=[O:26])=[O:25])[CH:3]=1.[CH3:28][CH:29]([NH2:31])[CH3:30]. Product: [F:1][C:2]1[C:11]2[O:10][CH2:9][CH:8]([CH2:12][NH:31][CH:29]([CH3:30])[CH3:28])[O:7][C:6]=2[CH:5]=[C:4]([S:24]([CH3:27])(=[O:25])=[O:26])[CH:3]=1. The catalyst class is: 10.